Predict the reactants needed to synthesize the given product. From a dataset of Full USPTO retrosynthesis dataset with 1.9M reactions from patents (1976-2016). The reactants are: C([Li])CCC.[CH2:6]([S:8]([O:11][CH2:12][CH3:13])(=[O:10])=[O:9])[CH3:7].P(Cl)(OCC)(OCC)=O.[Cl:23][C:24]1[CH:31]=[CH:30][C:27]([CH:28]=O)=[CH:26][CH:25]=1. Given the product [Cl:23][C:24]1[CH:31]=[CH:30][C:27](/[CH:28]=[C:6](/[S:8]([O:11][CH2:12][CH3:13])(=[O:10])=[O:9])\[CH3:7])=[CH:26][CH:25]=1, predict the reactants needed to synthesize it.